This data is from Catalyst prediction with 721,799 reactions and 888 catalyst types from USPTO. The task is: Predict which catalyst facilitates the given reaction. (1) Reactant: [CH3:1][NH:2][CH2:3][CH2:4][CH:5]([C:7]1[CH:12]=[CH:11][CH:10]=[CH:9][CH:8]=1)[OH:6].[CH3:25][C:24]([O:23][C:21](O[C:21]([O:23][C:24]([CH3:27])([CH3:26])[CH3:25])=[O:22])=[O:22])([CH3:27])[CH3:26]. Product: [OH:6][CH:5]([C:7]1[CH:12]=[CH:11][CH:10]=[CH:9][CH:8]=1)[CH2:4][CH2:3][N:2]([CH3:1])[C:21](=[O:22])[O:23][C:24]([CH3:25])([CH3:26])[CH3:27]. The catalyst class is: 1. (2) Reactant: CCN(C(C)C)C(C)C.[NH2:10][C@H:11]([C:13]1[C:14](=[O:24])[NH:15][C:16]2[C:21]([CH:22]=1)=[CH:20][C:19]([Cl:23])=[CH:18][CH:17]=2)[CH3:12].Cl[C:26]1[N:31]=[C:30]([N:32]2[C:36]([CH3:37])=[N:35][N:34]=[N:33]2)[CH:29]=[CH:28][N:27]=1.CCOC(C)=O. Product: [Cl:23][C:19]1[CH:20]=[C:21]2[C:16](=[CH:17][CH:18]=1)[NH:15][C:14](=[O:24])[C:13]([C@@H:11]([NH:10][C:26]1[N:31]=[C:30]([N:32]3[C:36]([CH3:37])=[N:35][N:34]=[N:33]3)[CH:29]=[CH:28][N:27]=1)[CH3:12])=[CH:22]2. The catalyst class is: 16. (3) Reactant: [F:1][C:2]([F:8])([F:7])[S:3](N)(=[O:5])=[O:4].Cl.[NH2:10][C:11]1[C:20]2=[N:21][N:22]([CH2:32][CH3:33])[C:23]([CH2:24][CH2:25][C:26]3[CH:31]=[CH:30][CH:29]=[CH:28][CH:27]=3)=[C:19]2[C:18]2[CH:17]=[CH:16][C:15]([OH:34])=[CH:14][C:13]=2[N:12]=1.C(N(CC)CC)C.O. The catalyst class is: 3. Product: [F:1][C:2]([F:8])([F:7])[S:3]([O:34][C:15]1[CH:16]=[CH:17][C:18]2[C:19]3[C:20](=[N:21][N:22]([CH2:32][CH3:33])[C:23]=3[CH2:24][CH2:25][C:26]3[CH:31]=[CH:30][CH:29]=[CH:28][CH:27]=3)[C:11]([NH2:10])=[N:12][C:13]=2[CH:14]=1)(=[O:5])=[O:4]. (4) Reactant: [NH2:1][C:2]1[CH:11]=[C:10]2[C:5]([CH2:6][CH2:7][NH:8][CH2:9]2)=[CH:4][CH:3]=1.CCN(CC)CC.Cl[C:20]([O:22][CH2:23][C:24]1[CH:29]=[CH:28][CH:27]=[CH:26][CH:25]=1)=[O:21]. Product: [CH2:23]([O:22][C:20]([N:8]1[CH2:7][CH2:6][C:5]2[C:10](=[CH:11][C:2]([NH2:1])=[CH:3][CH:4]=2)[CH2:9]1)=[O:21])[C:24]1[CH:29]=[CH:28][CH:27]=[CH:26][CH:25]=1. The catalyst class is: 2. (5) Reactant: [NH2:1][CH:2]1[CH:9]2[CH2:10][CH:5]3[CH2:6][CH:7]([CH2:11][CH:3]1[CH2:4]3)[CH2:8]2.[C:12](OC(=O)C)(=[O:14])[CH3:13]. Product: [CH:9]12[CH2:10][CH:5]3[CH2:6][CH:7]([CH2:11][CH:3]([CH2:4]3)[CH:2]1[NH:1][C:12](=[O:14])[CH3:13])[CH2:8]2. The catalyst class is: 436. (6) Reactant: [CH:1]1([N:6]2[C:14]3[CH:13]=[C:12]([CH:15]=O)[CH:11]=[C:10]([C:17]([NH:19][CH2:20][C:21]4[C:22](=[O:29])[NH:23][C:24]([CH3:28])=[CH:25][C:26]=4[CH3:27])=[O:18])[C:9]=3[CH:8]=[N:7]2)[CH2:5][CH2:4][CH2:3][CH2:2]1.C(O)(=O)C.[CH3:34][N:35]1[CH2:40][CH2:39][NH:38][CH2:37][CH2:36]1.[BH3-]C#N.[Na+]. Product: [CH:1]1([N:6]2[C:14]3[CH:13]=[C:12]([CH2:15][N:38]4[CH2:39][CH2:40][N:35]([CH3:34])[CH2:36][CH2:37]4)[CH:11]=[C:10]([C:17]([NH:19][CH2:20][C:21]4[C:22](=[O:29])[NH:23][C:24]([CH3:28])=[CH:25][C:26]=4[CH3:27])=[O:18])[C:9]=3[CH:8]=[N:7]2)[CH2:5][CH2:4][CH2:3][CH2:2]1. The catalyst class is: 5.